Predict the product of the given reaction. From a dataset of Forward reaction prediction with 1.9M reactions from USPTO patents (1976-2016). (1) Given the reactants [CH:1](=O)[C:2]1[CH:7]=[CH:6][CH:5]=[CH:4][CH:3]=1.[NH2:9][OH:10].Cl.[OH-].[Na+], predict the reaction product. The product is: [CH:1](=[N:9]/[OH:10])/[C:2]1[CH:7]=[CH:6][CH:5]=[CH:4][CH:3]=1. (2) Given the reactants [OH:1][C:2]1[C:7]2[O:8][C:9]([C:11]3[N:15]=[C:14]([CH3:16])[O:13][N:12]=3)=[CH:10][C:6]=2[CH:5]=[CH:4][CH:3]=1.S(C1C=CC([N+]([O-])=O)=CC=1)(O[CH2:21][C@H:22]1[O:24][CH2:23]1)(=O)=O, predict the reaction product. The product is: [CH2:21]([O:1][C:2]1[C:7]2[O:8][C:9]([C:11]3[N:15]=[C:14]([CH3:16])[O:13][N:12]=3)=[CH:10][C:6]=2[CH:5]=[CH:4][CH:3]=1)[C@H:22]1[O:24][CH2:23]1. (3) Given the reactants [H-].[Na+].C(O[C:6]([C:8]1[C:12]([C:13]2[CH:18]=[CH:17][C:16]([O:19][CH2:20][C:21]([O:23]CC)=[O:22])=[CH:15][CH:14]=2)=[C:11]([Cl:26])[S:10][C:9]=1[NH2:27])=[O:7])C, predict the reaction product. The product is: [Cl:26][C:11]1[S:10][C:9]2[NH:27][C:6](=[O:7])[C:8]([C:9]#[N:27])=[C:6]([OH:7])[C:8]=2[C:12]=1[C:13]1[CH:14]=[CH:15][C:16]([O:19][CH2:20][C:21]([OH:23])=[O:22])=[CH:17][CH:18]=1. (4) The product is: [CH3:1][C:2]1[C:10]2[C:9](=[O:11])[CH:8]=[C:7]([C:12]3[CH:13]=[CH:14][C:15]([N:18]4[CH2:23][CH2:22][NH:21][CH2:20][CH2:19]4)=[CH:16][CH:17]=3)[NH:6][C:5]=2[N:4]([C:31]2[CH:36]=[CH:35][CH:34]=[CH:33][CH:32]=2)[N:3]=1. Given the reactants [CH3:1][C:2]1[C:10]2[C:9](=[O:11])[CH:8]=[C:7]([C:12]3[CH:17]=[CH:16][C:15]([N:18]4[CH2:23][CH2:22][N:21](C(OC(C)(C)C)=O)[CH2:20][CH2:19]4)=[CH:14][CH:13]=3)[NH:6][C:5]=2[N:4]([C:31]2[CH:36]=[CH:35][CH:34]=[CH:33][CH:32]=2)[N:3]=1, predict the reaction product. (5) Given the reactants [CH2:1]([O:8][C:9](=[O:26])[NH:10][C:11]1[CH:16]=[CH:15][C:14]([O:17][C:18]2[CH:23]=[CH:22][N:21]=[C:20]([NH2:24])[CH:19]=2)=[CH:13][C:12]=1[F:25])[C:2]1[CH:7]=[CH:6][CH:5]=[CH:4][CH:3]=1.[CH2:27]([N:29]([CH2:32][CH3:33])[CH2:30][CH3:31])C.ClC([O:37][C:38]1C=CC=CC=1)=O.[CH3:44][N:45]1CCC(NC)C[CH2:46]1, predict the reaction product. The product is: [CH2:1]([O:8][C:9](=[O:26])[NH:10][C:11]1[CH:16]=[CH:15][C:14]([O:17][C:18]2[CH:23]=[CH:22][N:21]=[C:20]([NH:24][C:38]([N:45]([CH3:46])[CH:44]3[CH2:33][CH2:32][N:29]([CH3:27])[CH2:30][CH2:31]3)=[O:37])[CH:19]=2)=[CH:13][C:12]=1[F:25])[C:2]1[CH:3]=[CH:4][CH:5]=[CH:6][CH:7]=1. (6) Given the reactants [NH:1]1[CH2:6][CH2:5][CH:4]([C:7]2[N:15]3[C:10]([C:11]([NH2:16])=[N:12][CH:13]=[N:14]3)=[C:9]([C:17]3[CH:18]=[CH:19][C:20]4[C:24]([CH:25]=3)=[N:23][N:22]([CH2:26][C:27]3[CH:32]=[CH:31][CH:30]=[CH:29][N:28]=3)[CH:21]=4)[CH:8]=2)[CH2:3][CH2:2]1.Cl[CH2:34][C:35](N(C)C)=[O:36], predict the reaction product. The product is: [C:35]([N:1]1[CH2:2][CH2:3][CH:4]([C:7]2[N:15]3[C:10]([C:11]([NH2:16])=[N:12][CH:13]=[N:14]3)=[C:9]([C:17]3[CH:18]=[CH:19][C:20]4[C:24]([CH:25]=3)=[N:23][N:22]([CH2:26][C:27]3[CH:32]=[CH:31][CH:30]=[CH:29][N:28]=3)[CH:21]=4)[CH:8]=2)[CH2:5][CH2:6]1)(=[O:36])[CH3:34]. (7) Given the reactants [C:1]([O:5][C:6]([NH:8][C:9]1([C:12]([OH:14])=O)[CH2:11][CH2:10]1)=[O:7])([CH3:4])([CH3:3])[CH3:2].[NH2:15][CH2:16][C:17]1[N:22]=[CH:21][C:20]([NH:23][C:24]2[CH:29]=[CH:28][C:27]([Cl:30])=[CH:26][C:25]=2[C:31]([F:34])([F:33])[F:32])=[CH:19][CH:18]=1, predict the reaction product. The product is: [Cl:30][C:27]1[CH:28]=[CH:29][C:24]([NH:23][C:20]2[CH:19]=[CH:18][C:17]([CH2:16][NH:15][C:12]([C:9]3([NH:8][C:6](=[O:7])[O:5][C:1]([CH3:2])([CH3:3])[CH3:4])[CH2:10][CH2:11]3)=[O:14])=[N:22][CH:21]=2)=[C:25]([C:31]([F:34])([F:32])[F:33])[CH:26]=1.